Dataset: NCI-60 drug combinations with 297,098 pairs across 59 cell lines. Task: Regression. Given two drug SMILES strings and cell line genomic features, predict the synergy score measuring deviation from expected non-interaction effect. Drug 1: COC1=CC(=CC(=C1O)OC)C2C3C(COC3=O)C(C4=CC5=C(C=C24)OCO5)OC6C(C(C7C(O6)COC(O7)C8=CC=CS8)O)O. Drug 2: CC1C(C(CC(O1)OC2CC(OC(C2O)C)OC3=CC4=CC5=C(C(=O)C(C(C5)C(C(=O)C(C(C)O)O)OC)OC6CC(C(C(O6)C)O)OC7CC(C(C(O7)C)O)OC8CC(C(C(O8)C)O)(C)O)C(=C4C(=C3C)O)O)O)O. Cell line: RXF 393. Synergy scores: CSS=27.6, Synergy_ZIP=5.74, Synergy_Bliss=10.5, Synergy_Loewe=9.58, Synergy_HSA=11.2.